Dataset: Peptide-MHC class II binding affinity with 134,281 pairs from IEDB. Task: Regression. Given a peptide amino acid sequence and an MHC pseudo amino acid sequence, predict their binding affinity value. This is MHC class II binding data. The peptide sequence is KRHRLIGAVVLAVSV. The MHC is DRB1_1501 with pseudo-sequence DRB1_1501. The binding affinity (normalized) is 0.643.